Dataset: Full USPTO retrosynthesis dataset with 1.9M reactions from patents (1976-2016). Task: Predict the reactants needed to synthesize the given product. (1) Given the product [C:17]1([N:23]2[C:31]3[C:26](=[CH:27][CH:28]=[CH:29][CH:30]=3)[CH:25]=[C:24]2[C:32]([NH:35][C@H:36]([C:40]([NH:42][CH:43]([CH:52]([OH:55])[CH2:53][F:54])[CH2:44][C:45]([O:47][C:48]([CH3:49])([CH3:50])[CH3:51])=[O:46])=[O:41])[CH:37]([CH3:38])[CH3:39])=[O:33])[CH:22]=[CH:21][CH:20]=[CH:19][CH:18]=1, predict the reactants needed to synthesize it. The reactants are: CCN=C=NCCCN(C)C.CN(C=O)C.[C:17]1([N:23]2[C:31]3[C:26](=[CH:27][CH:28]=[CH:29][CH:30]=3)[CH:25]=[C:24]2[C:32](O)=[O:33])[CH:22]=[CH:21][CH:20]=[CH:19][CH:18]=1.[NH2:35][C@H:36]([C:40]([NH:42][CH:43]([CH:52]([OH:55])[CH2:53][F:54])[CH2:44][C:45]([O:47][C:48]([CH3:51])([CH3:50])[CH3:49])=[O:46])=[O:41])[CH:37]([CH3:39])[CH3:38]. (2) Given the product [C:1]([C:3]1[CH:4]=[CH:5][C:6]([O:7][CH2:8][CH2:9][N:10]([CH2:15][CH2:16][O:17][S:31]([C:28]2[CH:29]=[CH:30][C:25]([CH3:35])=[CH:26][CH:27]=2)(=[O:33])=[O:32])[C:11]([NH:13][CH3:14])=[O:12])=[CH:18][CH:19]=1)#[N:2], predict the reactants needed to synthesize it. The reactants are: [C:1]([C:3]1[CH:19]=[CH:18][C:6]([O:7][CH2:8][CH2:9][N:10]([CH2:15][CH2:16][OH:17])[C:11]([NH:13][CH3:14])=[O:12])=[CH:5][CH:4]=1)#[N:2].[Li]CCCC.[C:25]1([CH3:35])[CH:30]=[CH:29][C:28]([S:31](Cl)(=[O:33])=[O:32])=[CH:27][CH:26]=1.